From a dataset of Full USPTO retrosynthesis dataset with 1.9M reactions from patents (1976-2016). Predict the reactants needed to synthesize the given product. Given the product [Br:24][C:21]1[CH:22]=[CH:23][C:18]([C:15]2[CH2:14][CH:13]([CH2:12][N:31]3[CH2:36][CH2:35][O:34][CH2:33][CH2:32]3)[O:17][N:16]=2)=[N:19][CH:20]=1, predict the reactants needed to synthesize it. The reactants are: CC1C=CC(S(O[CH2:12][CH:13]2[O:17][N:16]=[C:15]([C:18]3[CH:23]=[CH:22][C:21]([Br:24])=[CH:20][N:19]=3)[CH2:14]2)(=O)=O)=CC=1.C([O-])([O-])=O.[K+].[K+].[NH:31]1[CH2:36][CH2:35][O:34][CH2:33][CH2:32]1.CCOC(C)=O.